This data is from Forward reaction prediction with 1.9M reactions from USPTO patents (1976-2016). The task is: Predict the product of the given reaction. (1) Given the reactants O=[C:2]1[NH:7][C:6]([NH:8][C:9]2[CH:10]=[C:11]([CH:14]=[CH:15][CH:16]=2)[C:12]#[N:13])=[N:5][C:4]([CH2:17][CH2:18][CH3:19])=[CH:3]1.[OH-].[Na+].P(Cl)(Cl)([Cl:24])=O, predict the reaction product. The product is: [Cl:24][C:2]1[CH:3]=[C:4]([CH2:17][CH2:18][CH3:19])[N:5]=[C:6]([NH:8][C:9]2[CH:10]=[C:11]([CH:14]=[CH:15][CH:16]=2)[C:12]#[N:13])[N:7]=1. (2) Given the reactants [OH-:1].[K+].FC(F)(F)S(O[C:9]1[CH:10]=[C:11]2[C:16](=[CH:17][CH:18]=1)[C:15](=[O:19])[NH:14][CH2:13][CH2:12]2)(=O)=O.C(Cl)(Cl)Cl.CN1[C:31](=[O:32])CCC1, predict the reaction product. The product is: [O:19]=[C:15]1[C:16]2[C:11](=[CH:10][C:9]([C:31]([OH:32])=[O:1])=[CH:18][CH:17]=2)[CH2:12][CH2:13][NH:14]1. (3) The product is: [CH:14]1([CH:8]2[CH2:9][N:10]([CH3:13])[CH:11]([CH3:12])[C:5]3[CH:4]=[CH:3][C:2]([NH:26][C:24]4[CH:23]=[CH:22][C:21]([C:27]5[CH:28]=[N:29][N:30]([CH3:32])[CH:31]=5)=[C:20]([O:19][CH3:18])[N:25]=4)=[N:17][C:6]=3[O:7]2)[CH2:16][CH2:15]1. Given the reactants Cl[C:2]1[CH:3]=[CH:4][C:5]2[CH:11]([CH3:12])[N:10]([CH3:13])[CH2:9][CH:8]([CH:14]3[CH2:16][CH2:15]3)[O:7][C:6]=2[N:17]=1.[CH3:18][O:19][C:20]1[N:25]=[C:24]([NH2:26])[CH:23]=[CH:22][C:21]=1[C:27]1[CH:28]=[N:29][N:30]([CH3:32])[CH:31]=1.C1C=CC(P(C2C(C3C(P(C4C=CC=CC=4)C4C=CC=CC=4)=CC=C4C=3C=CC=C4)=C3C(C=CC=C3)=CC=2)C2C=CC=CC=2)=CC=1.CC(C)([O-])C.[Na+].C(=O)=O, predict the reaction product. (4) Given the reactants [F:1][C:2]([F:20])([F:19])[C:3]([NH:5][CH2:6][C@@H:7]1[CH2:11][CH2:10][N:9](C(OC(C)(C)C)=O)[CH2:8]1)=[O:4].C(O)(C(F)(F)F)=O, predict the reaction product. The product is: [F:20][C:2]([F:1])([F:19])[C:3]([NH:5][CH2:6][C@@H:7]1[CH2:11][CH2:10][NH:9][CH2:8]1)=[O:4]. (5) Given the reactants Cl[CH2:2][CH2:3][CH2:4][CH:5]1[O:10][C:9]2[CH:11]=[CH:12][CH:13]=[CH:14][C:8]=2[N:7]([C:15]2[CH:20]=[CH:19][CH:18]=[CH:17][CH:16]=2)[S:6]1(=[O:22])=[O:21].[C:23]1(=[O:33])[NH:27][C:26](=[O:28])[C:25]2=[CH:29][CH:30]=[CH:31][CH:32]=[C:24]12.[K], predict the reaction product. The product is: [O:21]=[S:6]1(=[O:22])[CH:5]([CH2:4][CH2:3][CH2:2][N:27]2[C:23](=[O:33])[C:24]3[C:25](=[CH:29][CH:30]=[CH:31][CH:32]=3)[C:26]2=[O:28])[O:10][C:9]2[CH:11]=[CH:12][CH:13]=[CH:14][C:8]=2[N:7]1[C:15]1[CH:20]=[CH:19][CH:18]=[CH:17][CH:16]=1. (6) Given the reactants C(OC(=O)C1C=CC(NC(=O)C(N2C3C=C(F)C(F)=CC=3N=C2C2C=CC(Cl)=CC=2)C2CCCCC2)=CC=1)C.[Cl:40][C:41]1[CH:46]=[CH:45][C:44]([C:47]2[N:51]([CH:52]([CH:56]3[CH2:61][CH2:60][CH2:59][CH2:58][CH2:57]3)[C:53]([OH:55])=O)[C:50]3[CH:62]=[CH:63][CH:64]=[CH:65][C:49]=3[N:48]=2)=[CH:43][CH:42]=1.[CH3:66][O:67][C:68]([C:70]1([O:73][C:74]2[CH:79]=[CH:78][C:77]([NH2:80])=[C:76]([F:81])[CH:75]=2)[CH2:72][CH2:71]1)=[O:69], predict the reaction product. The product is: [CH3:66][O:67][C:68]([C:70]1([O:73][C:74]2[CH:79]=[CH:78][C:77]([NH:80][C:53](=[O:55])[CH:52]([N:51]3[C:50]4[CH:62]=[CH:63][CH:64]=[CH:65][C:49]=4[N:48]=[C:47]3[C:44]3[CH:45]=[CH:46][C:41]([Cl:40])=[CH:42][CH:43]=3)[CH:56]3[CH2:61][CH2:60][CH2:59][CH2:58][CH2:57]3)=[C:76]([F:81])[CH:75]=2)[CH2:72][CH2:71]1)=[O:69]. (7) Given the reactants [C:1](OC(OC(C)(C)C)=O)(OC(C)(C)C)=[O:2].[NH2:16][C:17]1[C:18]([CH3:29])=[C:19]([CH:25]=[CH:26][C:27]=1[CH3:28])[C:20]([N:22]([CH3:24])[CH3:23])=[O:21], predict the reaction product. The product is: [CH3:23][N:22]([CH3:24])[C:20]([C:19]1[C:18]([CH3:29])=[C:17]([N:16]=[C:1]=[O:2])[C:27]([CH3:28])=[CH:26][CH:25]=1)=[O:21]. (8) Given the reactants [N+:1]([C:4]1[CH:9]=[CH:8][C:7]([N:10]2[CH2:20][CH2:19][C:13]3([NH:18][CH2:17][CH2:16][CH2:15][CH2:14]3)[CH2:12][CH2:11]2)=[CH:6][CH:5]=1)([O-:3])=[O:2].C=O.Cl[CH2:24]CCl.C(O[BH-](OC(=O)C)OC(=O)C)(=O)C.[Na+], predict the reaction product. The product is: [CH3:24][N:18]1[C:13]2([CH2:19][CH2:20][N:10]([C:7]3[CH:8]=[CH:9][C:4]([N+:1]([O-:3])=[O:2])=[CH:5][CH:6]=3)[CH2:11][CH2:12]2)[CH2:14][CH2:15][CH2:16][CH2:17]1. (9) Given the reactants [F:1][C:2]1[CH:7]=[CH:6][C:5]([CH2:8][CH2:9][C:10]([OH:12])=O)=[CH:4][C:3]=1[O:13][CH3:14].CS(O)(=O)=O.[OH-].[Na+], predict the reaction product. The product is: [F:1][C:2]1[CH:7]=[C:6]2[C:5]([CH2:8][CH2:9][C:10]2=[O:12])=[CH:4][C:3]=1[O:13][CH3:14]. (10) The product is: [C:38]([C:8]1[CH:36]=[CH:35][C:34]([F:37])=[CH:33][C:9]=1[CH2:10][N:11]1[C:16](=[O:17])[C:15]([CH3:18])=[N:14][N:13]=[C:12]1[N:19]1[CH2:24][CH2:23][CH2:22][C@@H:21]([NH:25][C:26](=[O:32])[O:27][C:28]([CH3:31])([CH3:30])[CH3:29])[CH2:20]1)#[N:39]. Given the reactants C([O-])([O-])=O.[Na+].[Na+].Br[C:8]1[CH:36]=[CH:35][C:34]([F:37])=[CH:33][C:9]=1[CH2:10][N:11]1[C:16](=[O:17])[C:15]([CH3:18])=[N:14][N:13]=[C:12]1[N:19]1[CH2:24][CH2:23][CH2:22][C@@H:21]([NH:25][C:26](=[O:32])[O:27][C:28]([CH3:31])([CH3:30])[CH3:29])[CH2:20]1.[CH3:38][N:39]1C(=O)CCC1, predict the reaction product.